This data is from Catalyst prediction with 721,799 reactions and 888 catalyst types from USPTO. The task is: Predict which catalyst facilitates the given reaction. (1) Reactant: [CH3:1][C:2]1[CH:7]=[C:6]([N+:8]([O-:10])=[O:9])[CH:5]=[CH:4][C:3]=1[N:11]1[CH:16]=[CH:15][CH:14]=[C:13]([CH:17]=[CH2:18])[C:12]1=[O:19].C12BC(CCC1)CCC2.[OH-].[Na+].OO.S(OS([O-])=O)([O-])=[O:34].[Na+].[Na+]. Product: [OH:34][CH2:18][CH2:17][C:13]1[C:12](=[O:19])[N:11]([C:3]2[CH:4]=[CH:5][C:6]([N+:8]([O-:10])=[O:9])=[CH:7][C:2]=2[CH3:1])[CH:16]=[CH:15][CH:14]=1. The catalyst class is: 30. (2) Reactant: [F:1][C:2]([F:13])([F:12])[C:3]1[CH:8]=[CH:7][C:6](B(O)O)=[CH:5][CH:4]=1.Br[C:15]1[CH:22]=[CH:21][C:20]([CH:23]([OH:27])[CH2:24][CH2:25][CH3:26])=[CH:19][C:16]=1[C:17]#[N:18].C(=O)([O-])[O-].[Na+].[Na+]. Product: [OH:27][CH:23]([C:20]1[CH:19]=[C:16]([C:17]#[N:18])[C:15]([C:6]2[CH:7]=[CH:8][C:3]([C:2]([F:13])([F:12])[F:1])=[CH:4][CH:5]=2)=[CH:22][CH:21]=1)[CH2:24][CH2:25][CH3:26]. The catalyst class is: 10. (3) Reactant: [CH3:1][N:2]([CH3:33])[C:3]1([C:26]2[CH:31]=[CH:30][C:29]([F:32])=[CH:28][CH:27]=2)[CH2:8][CH2:7][CH:6]([CH2:9][C:10]([N:12]2[CH2:16][CH2:15][CH:14]([C:17]3[C:25]4[C:20](=[CH:21][CH:22]=[CH:23][CH:24]=4)[NH:19][CH:18]=3)[CH2:13]2)=[O:11])[CH2:5][CH2:4]1.C[Si](C)(C)[Cl:36]. Product: [ClH:36].[CH3:33][N:2]([CH3:1])[C:3]1([C:26]2[CH:27]=[CH:28][C:29]([F:32])=[CH:30][CH:31]=2)[CH2:8][CH2:7][CH:6]([CH2:9][C:10]([N:12]2[CH2:16][CH2:15][CH:14]([C:17]3[C:25]4[C:20](=[CH:21][CH:22]=[CH:23][CH:24]=4)[NH:19][CH:18]=3)[CH2:13]2)=[O:11])[CH2:5][CH2:4]1. The catalyst class is: 573. (4) Reactant: [OH:1][CH2:2][C:3]1([CH2:15][OH:16])[CH2:9][CH2:8][O:7][C:6]2[CH:10]=[CH:11][CH:12]=[CH:13][C:5]=2[C:4]1=[O:14].C(N(CC)CC)C.[F:24][C:25]([F:36])([F:35])[C:26]1[CH:27]=[C:28]([N:32]=[C:33]=[S:34])[CH:29]=[CH:30][CH:31]=1. Product: [OH:16][CH2:15][C:3]1([CH2:2][O:1][C:33](=[S:34])[NH:32][C:28]2[CH:29]=[CH:30][CH:31]=[C:26]([C:25]([F:24])([F:35])[F:36])[CH:27]=2)[CH2:9][CH2:8][O:7][C:6]2[CH:10]=[CH:11][CH:12]=[CH:13][C:5]=2[C:4]1=[O:14]. The catalyst class is: 7. (5) Reactant: FC(F)(F)C(O)=O.[C:8]([C@H:10]1[N:20]2[C@@H:14]([S:15][CH2:16][CH2:17][C@H:18]([NH:22]C(=O)OC(C)(C)C)[C:19]2=[O:21])[CH2:13][CH2:12][CH2:11]1)#[N:9]. Product: [NH2:22][C@H:18]1[CH2:17][CH2:16][S:15][C@H:14]2[CH2:13][CH2:12][CH2:11][C@@H:10]([C:8]#[N:9])[N:20]2[C:19]1=[O:21]. The catalyst class is: 2. (6) Reactant: [Li].[C:2]1([NH:8][N:9]=[CH:10][C:11]2[CH:16]=[CH:15][CH:14]=[CH:13][CH:12]=2)[CH:7]=[CH:6][CH:5]=[CH:4][CH:3]=1.C(Cl)CCCCCCC.Cl[C:27]([O:29][CH3:30])=[O:28]. Product: [CH:10](=[N:9][N:8]([C:2]1[CH:3]=[CH:4][CH:5]=[CH:6][CH:7]=1)[C:27]([O:29][CH3:30])=[O:28])[C:11]1[CH:16]=[CH:15][CH:14]=[CH:13][CH:12]=1. The catalyst class is: 30. (7) Reactant: [H-].[Na+].[CH3:3][C:4]([OH:8])([CH3:7])[CH2:5][OH:6].Cl[C:10]1[N:15]=[C:14]([CH3:16])[C:13]([C:17]#[N:18])=[CH:12][CH:11]=1. Product: [OH:8][C:4]([CH3:7])([CH3:3])[CH2:5][O:6][C:10]1[N:15]=[C:14]([CH3:16])[C:13]([C:17]#[N:18])=[CH:12][CH:11]=1. The catalyst class is: 9.